Dataset: Forward reaction prediction with 1.9M reactions from USPTO patents (1976-2016). Task: Predict the product of the given reaction. (1) Given the reactants [CH3:1][C:2]1[CH2:6][CH2:5][CH2:4][CH:3]=1.Cl[N-:8][S:9]([C:12]1[CH:17]=[CH:16][C:15]([CH3:18])=[CH:14][CH:13]=1)(=[O:11])=[O:10].[Na+].[Br-].[Br-].[Br-].C[N+](C)(C)C1C=CC=CC=1.C[N+](C1C=CC=CC=1)(C)C.C[N+](C1C=CC=CC=1)(C)C.O, predict the reaction product. The product is: [CH3:1][C:2]12[N:8]([S:9]([C:12]3[CH:17]=[CH:16][C:15]([CH3:18])=[CH:14][CH:13]=3)(=[O:10])=[O:11])[CH:6]1[CH2:5][CH2:4][CH2:3]2. (2) The product is: [F:19][C:13]1[CH:14]=[C:15]([I:18])[CH:16]=[CH:17][C:12]=1[NH:11][C:10]1[C:5]([C:4]([O:3][CH2:1][CH3:2])=[O:21])=[CH:6][N:7]([CH3:26])[C:8](=[O:40])[CH:9]=1. Given the reactants [CH2:1]([O:3][C:4](=[O:21])[C:5]1[C:10]([NH:11][C:12]2[CH:17]=[CH:16][C:15]([I:18])=[CH:14][C:13]=2[F:19])=[CH:9][C:8](Cl)=[N:7][CH:6]=1)[CH3:2].S(OC)(O[CH3:26])(=O)=O.C(N(CC)CC)C.C(O)(=O)C.[OH2:40], predict the reaction product. (3) Given the reactants CN.O=C1C2C(=CC=CC=2)C(=O)[N:5]1[CH2:14][C:15]1[CH:23]=[CH:22][CH:21]=[CH:20][C:16]=1[C:17]([OH:19])=[O:18], predict the reaction product. The product is: [NH2:5][CH2:14][C:15]1[CH:23]=[CH:22][CH:21]=[CH:20][C:16]=1[C:17]([OH:19])=[O:18]. (4) Given the reactants [CH3:1][N:2]1[CH2:7][CH2:6][N:5]([C:8]2[CH:13]=[CH:12][C:11]([NH2:14])=[C:10]([C:15]3[S:16][CH:17]=[CH:18][C:19]=3[CH3:20])[CH:9]=2)[CH2:4][CH2:3]1.[C:21]([C:23]1[O:27][C:26]([C:28](Cl)=[O:29])=[CH:25][CH:24]=1)#[N:22].CCN(C(C)C)C(C)C, predict the reaction product. The product is: [CH3:1][N:2]1[CH2:3][CH2:4][N:5]([C:8]2[CH:13]=[CH:12][C:11]([NH:14][C:28]([C:26]3[O:27][C:23]([C:21]#[N:22])=[CH:24][CH:25]=3)=[O:29])=[C:10]([C:15]3[S:16][CH:17]=[CH:18][C:19]=3[CH3:20])[CH:9]=2)[CH2:6][CH2:7]1. (5) Given the reactants [Cl:1][C:2]1[CH:3]=[C:4]([NH:19][C:20]2[C:30]3[CH:29]=[C:28]([C:31](O)=[O:32])[CH2:27][CH2:26][NH:25][C:24]=3[N:23]=[CH:22][N:21]=2)[CH:5]=[CH:6][C:7]=1[O:8][C:9]1[CH:14]=[CH:13][CH:12]=[C:11]([C:15]([F:18])([F:17])[F:16])[CH:10]=1.Cl.[N:35]1([CH2:40][CH2:41][CH2:42][NH2:43])[CH:39]=[N:38][CH:37]=[N:36]1.Cl.C(N=C=NCCCN(C)C)C.O.ON1C2C=CC=CC=2N=N1, predict the reaction product. The product is: [Cl:1][C:2]1[CH:3]=[C:4]([NH:19][C:20]2[C:30]3[CH:29]=[C:28]([C:31]([NH:43][CH2:42][CH2:41][CH2:40][N:35]4[CH:39]=[N:38][CH:37]=[N:36]4)=[O:32])[CH2:27][CH2:26][NH:25][C:24]=3[N:23]=[CH:22][N:21]=2)[CH:5]=[CH:6][C:7]=1[O:8][C:9]1[CH:14]=[CH:13][CH:12]=[C:11]([C:15]([F:17])([F:18])[F:16])[CH:10]=1. (6) Given the reactants Br.Br[C:3]1[C:8]2[N:9]([CH3:13])[C:10](=[NH:12])[NH:11][C:7]=2[CH:6]=[CH:5][CH:4]=1.C[O-].[Na+].CO.[C:19](OCC)(=[O:21])C, predict the reaction product. The product is: [CH3:19][O:21][C:3]1[C:8]2[N:9]([CH3:13])[C:10]([NH2:12])=[N:11][C:7]=2[CH:6]=[CH:5][CH:4]=1. (7) Given the reactants [H-].[Na+].C([CH:5](CC)[C:6](=[O:11])[CH2:7][C:8]([NH2:10])=[O:9])C.[CH2:14]([Li])[CH2:15]CC.[CH:19]1([C:22]2[C:31]([CH:32]=[CH:33][C:34](N(OC)C)=[O:35])=[C:30]([C:40]3[CH:45]=[CH:44][C:43]([F:46])=[CH:42][CH:41]=3)[C:29]3[C:24](=[CH:25][CH:26]=[CH:27][CH:28]=3)[N:23]=2)[CH2:21][CH2:20]1.[C:47](O)(=O)[CH3:48].[Na+].[Cl-], predict the reaction product. The product is: [CH2:14]([N:10]([CH2:47][CH3:48])[C:8](=[O:9])[CH2:7][C:6](=[O:11])[CH2:5][C:34](=[O:35])/[CH:33]=[CH:32]/[C:31]1[C:22]([CH:19]2[CH2:20][CH2:21]2)=[N:23][C:24]2[C:29]([C:30]=1[C:40]1[CH:41]=[CH:42][C:43]([F:46])=[CH:44][CH:45]=1)=[CH:28][CH:27]=[CH:26][CH:25]=2)[CH3:15].